From a dataset of Reaction yield outcomes from USPTO patents with 853,638 reactions. Predict the reaction yield, written as a fraction of the theoretical maximum amount of product (1.0 means a 100% yield; for example, 0.34 means a 34% yield). (1) The reactants are C[O:2][C:3]([C:5]1[CH:10]=[CH:9][C:8](=[O:11])[NH:7][C:6]=1[NH:12][C:13]1[CH:18]=[CH:17][C:16]([Br:19])=[CH:15][C:14]=1[F:20])=[O:4].[OH-].[Na+].Cl. The catalyst is CO.O.CCOC(C)=O. The product is [Br:19][C:16]1[CH:17]=[CH:18][C:13]([NH:12][C:6]2[NH:7][C:8](=[O:11])[CH:9]=[CH:10][C:5]=2[C:3]([OH:4])=[O:2])=[C:14]([F:20])[CH:15]=1. The yield is 0.690. (2) The reactants are [NH:1]1[CH2:6][CH2:5][CH2:4][CH2:3][CH2:2]1.[CH3:7][C:8]1[CH:15]=[CH:14][CH:13]=[CH:12][C:9]=1[CH:10]=O.C([Cl:19])(=O)C. No catalyst specified. The product is [Cl-:19].[CH3:7][C:8]1[CH:15]=[CH:14][CH:13]=[CH:12][C:9]=1[CH:10]=[N+:1]1[CH2:6][CH2:5][CH2:4][CH2:3][CH2:2]1. The yield is 0.650. (3) The reactants are [CH3:1][O:2][C:3]1[CH:8]=[CH:7][C:6]([S:9]([N:12]2[CH2:17][CH2:16][N:15]([C:18](=[S:20])[NH2:19])[CH2:14][CH2:13]2)(=[O:11])=[O:10])=[CH:5][CH:4]=1.C([O-])(O)=O.[Na+].Cl[CH2:27][C:28](=O)[CH2:29][C:30]1[S:31][CH:32]=[CH:33][CH:34]=1.N. The catalyst is CCO.ClCCCl.CCO. The product is [CH3:1][O:2][C:3]1[CH:4]=[CH:5][C:6]([S:9]([N:12]2[CH2:13][CH2:14][N:15]([C:18]3[S:20][CH:27]=[C:28]([CH2:29][C:30]4[S:31][CH:32]=[CH:33][CH:34]=4)[N:19]=3)[CH2:16][CH2:17]2)(=[O:10])=[O:11])=[CH:7][CH:8]=1. The yield is 0.250. (4) The reactants are [F:1][C:2]1[CH:7]=[CH:6][C:5]([F:8])=[CH:4][C:3]=1[C:9]1[S:13][C:12]([CH2:21][CH2:22][CH2:23][NH:24]C(=O)OC(C)(C)C)([C:14]2[CH:19]=[CH:18][CH:17]=[C:16]([OH:20])[CH:15]=2)[N:11]([C:32]2[S:33][C:34]([CH3:37])=[N:35][N:36]=2)[N:10]=1.Cl.CCOCC. The catalyst is CCOCC.C(Cl)Cl. The product is [NH2:24][CH2:23][CH2:22][CH2:21][C:12]1([C:14]2[CH:15]=[C:16]([OH:20])[CH:17]=[CH:18][CH:19]=2)[N:11]([C:32]2[S:33][C:34]([CH3:37])=[N:35][N:36]=2)[N:10]=[C:9]([C:3]2[CH:4]=[C:5]([F:8])[CH:6]=[CH:7][C:2]=2[F:1])[S:13]1. The yield is 0.740. (5) The reactants are [CH3:1][O:2][C:3](=[O:41])[C:4]1[CH:9]=[CH:8][C:7]([CH2:10][N:11]2[CH:15]=[C:14]([C:16]3[CH:21]=[CH:20][C:19]([Cl:22])=[CH:18][C:17]=3[Cl:23])[N:13]=[C:12]2/[CH:24]=[CH:25]/[C:26]2[CH:31]=[CH:30][C:29]([C:32]3[CH:37]=[CH:36][C:35]([NH2:38])=[C:34]([O:39][CH3:40])[CH:33]=3)=[CH:28][CH:27]=2)=[CH:6][CH:5]=1.[F:42][C:43]([F:50])([F:49])[CH2:44][S:45](Cl)(=[O:47])=[O:46]. No catalyst specified. The product is [CH3:1][O:2][C:3](=[O:41])[C:4]1[CH:9]=[CH:8][C:7]([CH2:10][N:11]2[CH:15]=[C:14]([C:16]3[CH:21]=[CH:20][C:19]([Cl:22])=[CH:18][C:17]=3[Cl:23])[N:13]=[C:12]2/[CH:24]=[CH:25]/[C:26]2[CH:31]=[CH:30][C:29]([C:32]3[CH:37]=[CH:36][C:35]([NH:38][S:45]([CH2:44][C:43]([F:50])([F:49])[F:42])(=[O:47])=[O:46])=[C:34]([O:39][CH3:40])[CH:33]=3)=[CH:28][CH:27]=2)=[CH:6][CH:5]=1. The yield is 0.770. (6) The reactants are [C:1]([O-:4])([O-])=[O:2].[Na+].[Na+].S(O[C@:12]([C:22]1[CH:27]=[C:26]([Cl:28])[CH:25]=[CH:24][C:23]=1[NH2:29])([C:17]#[C:18][CH:19]1[CH2:21][CH2:20]1)[C:13]([F:16])([F:15])[F:14])(=O)(=O)C.CS([O-])(=O)=O.O=C(Cl)OC(Cl)(Cl)Cl. No catalyst specified. The product is [CH2:20]1[CH:19]([C:18]#[C:17][C@:12]2([C:13]([F:15])([F:14])[F:16])[O:4][C:1](=[O:2])[NH:29][C:23]3[CH:24]=[CH:25][C:26]([Cl:28])=[CH:27][C:22]2=3)[CH2:21]1. The yield is 0.942. (7) The reactants are [Cl-].[F:2][C:3]1[C:12]2[C:7](=[CH:8][CH:9]=[CH:10][CH:11]=2)[CH:6]=[CH:5][C:4]=1[O:13][CH2:14][CH2:15][NH3+:16].[CH3:17][C:18]1[O:22][C:21]([CH:23]=O)=[CH:20][CH:19]=1. No catalyst specified. The product is [F:2][C:3]1[C:12]2[C:7](=[CH:8][CH:9]=[CH:10][CH:11]=2)[CH:6]=[CH:5][C:4]=1[O:13][CH2:14][CH2:15][NH:16][CH2:23][C:21]1[O:22][C:18]([CH3:17])=[CH:19][CH:20]=1. The yield is 0.630.